Dataset: Reaction yield outcomes from USPTO patents with 853,638 reactions. Task: Predict the reaction yield, written as a fraction of the theoretical maximum amount of product (1.0 means a 100% yield; for example, 0.34 means a 34% yield). (1) The reactants are [NH2:1][C:2]1[CH:7]=[CH:6][C:5]([CH:8]([CH3:13])[C:9]([O:11][CH3:12])=[O:10])=[CH:4][CH:3]=1.Br[CH2:15][CH2:16][CH2:17][CH2:18]Br.C(N(CC)C(C)C)(C)C. The catalyst is CN(C=O)C. The product is [N:1]1([C:2]2[CH:3]=[CH:4][C:5]([CH:8]([CH3:13])[C:9]([O:11][CH3:12])=[O:10])=[CH:6][CH:7]=2)[CH2:18][CH2:17][CH2:16][CH2:15]1. The yield is 0.600. (2) The reactants are [H-].[Al+3].[Li+].[H-].[H-].[H-].[Si:7]([O:14][CH2:15][CH2:16][N:17]1[C:25]2[C:20](=[CH:21][CH:22]=[CH:23][CH:24]=2)[C:19]([CH2:26][CH2:27][C:28](O)=[O:29])=[CH:18]1)([C:10]([CH3:13])([CH3:12])[CH3:11])([CH3:9])[CH3:8].C(=O)(O)[O-].[Na+]. The catalyst is C(OCC)C. The product is [Si:7]([O:14][CH2:15][CH2:16][N:17]1[C:25]2[C:20](=[CH:21][CH:22]=[CH:23][CH:24]=2)[C:19]([CH2:26][CH2:27][CH2:28][OH:29])=[CH:18]1)([C:10]([CH3:13])([CH3:12])[CH3:11])([CH3:9])[CH3:8]. The yield is 0.830. (3) The reactants are [NH2:1][C:2]1[C:11]2[CH:10]=[CH:9][CH:8]=[C:7](I)[C:6]=2[N:5]=[C:4]2[CH2:13][N:14]([CH2:17][CH2:18][CH3:19])[C:15](=[O:16])[C:3]=12.[N:20]1[CH:25]=[CH:24][CH:23]=[C:22](B(O)O)[CH:21]=1. No catalyst specified. The product is [NH2:1][C:2]1[C:11]2[CH:10]=[CH:9][CH:8]=[C:7]([C:22]3[CH:21]=[N:20][CH:25]=[CH:24][CH:23]=3)[C:6]=2[N:5]=[C:4]2[CH2:13][N:14]([CH2:17][CH2:18][CH3:19])[C:15](=[O:16])[C:3]=12. The yield is 0.950. (4) The reactants are [Br:1][C:2]1[CH:18]=[CH:17][C:5]2[C:6]3[N:7]([CH:11]=[C:12]([C:14]([OH:16])=O)[N:13]=3)[CH2:8][CH2:9][O:10][C:4]=2[CH:3]=1.[C:19]([NH:26][C:27]([S:29][CH3:30])=[NH:28])([O:21][C:22]([CH3:25])([CH3:24])[CH3:23])=[O:20].CN(C(ON1N=NC2C=CC=NC1=2)=[N+](C)C)C.F[P-](F)(F)(F)(F)F.CCN(C(C)C)C(C)C. The catalyst is C(Cl)Cl. The product is [Br:1][C:2]1[CH:18]=[CH:17][C:5]2[C:6]3[N:7]([CH:11]=[C:12]([C:14]([N:28]=[C:27]([S:29][CH3:30])[NH:26][C:19]([O:21][C:22]([CH3:23])([CH3:24])[CH3:25])=[O:20])=[O:16])[N:13]=3)[CH2:8][CH2:9][O:10][C:4]=2[CH:3]=1. The yield is 0.600. (5) The yield is 0.780. The catalyst is CO.O. The product is [OH:4][C:5]1[CH:10]=[CH:9][C:8]([C:11]#[N:12])=[CH:7][C:6]=1[CH3:13]. The reactants are C([O:4][C:5]1[CH:10]=[CH:9][C:8]([C:11]#[N:12])=[CH:7][C:6]=1[CH3:13])(=O)C.C(=O)([O-])[O-].[K+].[K+]. (6) The product is [Cl:35][C:36]1[CH:44]=[CH:43][C:39]([C:40]([C:3]2[CH:11]=[C:10]3[C:6]([C:7]4[CH2:15][CH2:14][NH:13][C:12](=[O:16])[C:8]=4[NH:9]3)=[CH:5][CH:4]=2)=[O:41])=[CH:38][C:37]=1[S:45]([NH2:46])(=[O:48])=[O:47]. The catalyst is O1CCCC1.C(Cl)Cl.[CH2-]C=C.[CH2-]C=C.Cl[Pd+].Cl[Pd+]. The yield is 0.0180. The reactants are C[Sn](C)(C)[C:3]1[CH:11]=[C:10]2[C:6]([C:7]3[CH2:15][CH2:14][NH:13][C:12](=[O:16])[C:8]=3[NH:9]2)=[CH:5][CH:4]=1.CN(C)C1C2C(=CC=CC=2N(C)C)C=CC=1.[Cl:35][C:36]1[CH:44]=[CH:43][C:39]([C:40](Cl)=[O:41])=[CH:38][C:37]=1[S:45](=[O:48])(=[O:47])[NH2:46]. (7) The reactants are [N:1](O)=O.[CH3:4][C:5]([CH3:11])([CH3:10])[C:6](=O)[CH2:7][CH3:8].[NH:12]([C:14]1[CH:19]=[CH:18][CH:17]=[CH:16][N:15]=1)[NH2:13]. No catalyst specified. The product is [C:5]([C:6]1[CH:7]=[C:8]([NH2:1])[N:12]([C:14]2[CH:19]=[CH:18][CH:17]=[CH:16][N:15]=2)[N:13]=1)([CH3:11])([CH3:10])[CH3:4]. The yield is 0.990. (8) No catalyst specified. The reactants are [F:1][C:2]1[CH:7]=[CH:6][C:5]([N:8]2[C:12]([CH2:13][O:14][C:15]3[N:16]=[CH:17][C:18]([C:21]([OH:23])=O)=[N:19][CH:20]=3)=[C:11]([CH3:24])[N:10]=[N:9]2)=[CH:4][CH:3]=1.[CH:25]([NH2:28])([CH3:27])[CH3:26]. The product is [CH:25]([NH:28][C:21]([C:18]1[CH:17]=[N:16][C:15]([O:14][CH2:13][C:12]2[N:8]([C:5]3[CH:4]=[CH:3][C:2]([F:1])=[CH:7][CH:6]=3)[N:9]=[N:10][C:11]=2[CH3:24])=[CH:20][N:19]=1)=[O:23])([CH3:27])[CH3:26]. The yield is 0.960.